This data is from Forward reaction prediction with 1.9M reactions from USPTO patents (1976-2016). The task is: Predict the product of the given reaction. Given the reactants [CH3:1][O:2][C:3](=[O:31])[CH:4]([C:9]1[CH:14]=[C:13](OS(C(F)(F)F)(=O)=O)[CH:12]=[C:11]([O:23][CH2:24][C:25]2[CH:30]=[CH:29][CH:28]=[CH:27][CH:26]=2)[CH:10]=1)[CH2:5][C:6]([CH3:8])=[CH2:7].[F:32][C:33]([F:44])([F:43])[C:34]1[CH:39]=[CH:38][C:37](B(O)O)=[CH:36][CH:35]=1.C([O-])([O-])=O.[K+].[K+].COCCOC, predict the reaction product. The product is: [CH3:1][O:2][C:3](=[O:31])[CH:4]([C:9]1[CH:14]=[C:13]([C:37]2[CH:38]=[CH:39][C:34]([C:33]([F:44])([F:43])[F:32])=[CH:35][CH:36]=2)[CH:12]=[C:11]([O:23][CH2:24][C:25]2[CH:30]=[CH:29][CH:28]=[CH:27][CH:26]=2)[CH:10]=1)[CH2:5][C:6]([CH3:8])=[CH2:7].